From a dataset of NCI-60 drug combinations with 297,098 pairs across 59 cell lines. Regression. Given two drug SMILES strings and cell line genomic features, predict the synergy score measuring deviation from expected non-interaction effect. (1) Drug 1: C(CC(=O)O)C(=O)CN.Cl. Drug 2: CCN(CC)CCCC(C)NC1=C2C=C(C=CC2=NC3=C1C=CC(=C3)Cl)OC. Cell line: HS 578T. Synergy scores: CSS=4.74, Synergy_ZIP=-3.74, Synergy_Bliss=-2.09, Synergy_Loewe=-2.13, Synergy_HSA=-1.50. (2) Synergy scores: CSS=29.1, Synergy_ZIP=-1.15, Synergy_Bliss=2.74, Synergy_Loewe=-19.6, Synergy_HSA=2.62. Cell line: DU-145. Drug 1: CC1=CC=C(C=C1)C2=CC(=NN2C3=CC=C(C=C3)S(=O)(=O)N)C(F)(F)F. Drug 2: CC1=C(N=C(N=C1N)C(CC(=O)N)NCC(C(=O)N)N)C(=O)NC(C(C2=CN=CN2)OC3C(C(C(C(O3)CO)O)O)OC4C(C(C(C(O4)CO)O)OC(=O)N)O)C(=O)NC(C)C(C(C)C(=O)NC(C(C)O)C(=O)NCCC5=NC(=CS5)C6=NC(=CS6)C(=O)NCCC[S+](C)C)O.